From a dataset of Merck oncology drug combination screen with 23,052 pairs across 39 cell lines. Regression. Given two drug SMILES strings and cell line genomic features, predict the synergy score measuring deviation from expected non-interaction effect. (1) Drug 1: O=S1(=O)NC2(CN1CC(F)(F)F)C1CCC2Cc2cc(C=CCN3CCC(C(F)(F)F)CC3)ccc2C1. Drug 2: Cc1nc(Nc2ncc(C(=O)Nc3c(C)cccc3Cl)s2)cc(N2CCN(CCO)CC2)n1. Cell line: PA1. Synergy scores: synergy=37.2. (2) Drug 1: CN1C(=O)C=CC2(C)C3CCC4(C)C(NC(=O)OCC(F)(F)F)CCC4C3CCC12. Drug 2: COc1cccc2c1C(=O)c1c(O)c3c(c(O)c1C2=O)CC(O)(C(=O)CO)CC3OC1CC(N)C(O)C(C)O1. Cell line: KPL1. Synergy scores: synergy=7.33. (3) Drug 1: O=S1(=O)NC2(CN1CC(F)(F)F)C1CCC2Cc2cc(C=CCN3CCC(C(F)(F)F)CC3)ccc2C1. Drug 2: CCC1=CC2CN(C1)Cc1c([nH]c3ccccc13)C(C(=O)OC)(c1cc3c(cc1OC)N(C)C1C(O)(C(=O)OC)C(OC(C)=O)C4(CC)C=CCN5CCC31C54)C2. Cell line: VCAP. Synergy scores: synergy=-11.3.